Dataset: Forward reaction prediction with 1.9M reactions from USPTO patents (1976-2016). Task: Predict the product of the given reaction. (1) Given the reactants [Cl:1][C:2]1[N:7]=[C:6]([NH:8][C:9]2[CH:10]=[C:11]3[C:15](=[CH:16][CH:17]=2)[NH:14][N:13]=[CH:12]3)[C:5]([O:18][CH3:19])=[CH:4][N:3]=1.[CH3:20][C:21]([O:24][C:25](O[C:25]([O:24][C:21]([CH3:23])([CH3:22])[CH3:20])=[O:26])=[O:26])([CH3:23])[CH3:22], predict the reaction product. The product is: [C:21]([O:24][C:25]([N:8]([C:6]1[C:5]([O:18][CH3:19])=[CH:4][N:3]=[C:2]([Cl:1])[N:7]=1)[C:9]1[CH:10]=[C:11]2[C:15](=[CH:16][CH:17]=1)[N:14]([C:25]([O:24][C:21]([CH3:23])([CH3:22])[CH3:20])=[O:26])[N:13]=[CH:12]2)=[O:26])([CH3:23])([CH3:22])[CH3:20]. (2) Given the reactants Br[C:2]1[N:3]=[C:4]2[C:10]([C:11]([NH:13][CH:14]([CH3:16])[CH3:15])=[O:12])=[CH:9][N:8]([CH2:17][O:18][CH2:19][CH2:20][Si:21]([CH3:24])([CH3:23])[CH3:22])[C:5]2=[N:6][CH:7]=1.[Cl:25][C:26]1[CH:27]=[C:28]([CH:53]=[CH:54][CH:55]=1)[O:29][C:30]1[CH:31]=[C:32]2[C:36](=[CH:37][CH:38]=1)[N:35]([CH3:39])[N:34]=[C:33]2[Sn](CCCC)(CCCC)CCCC, predict the reaction product. The product is: [Cl:25][C:26]1[CH:27]=[C:28]([CH:53]=[CH:54][CH:55]=1)[O:29][C:30]1[CH:31]=[C:32]2[C:36](=[CH:37][CH:38]=1)[N:35]([CH3:39])[N:34]=[C:33]2[C:2]1[N:3]=[C:4]2[C:10]([C:11]([NH:13][CH:14]([CH3:16])[CH3:15])=[O:12])=[CH:9][N:8]([CH2:17][O:18][CH2:19][CH2:20][Si:21]([CH3:24])([CH3:23])[CH3:22])[C:5]2=[N:6][CH:7]=1. (3) The product is: [Cl:1][C:2]1[CH:36]=[CH:35][CH:34]=[CH:33][C:3]=1[CH2:4][N:5]1[C:13]2[C:8](=[CH:9][C:10]([O:14][C:15]([F:16])([F:18])[F:17])=[CH:11][CH:12]=2)[C:7]([C:19]2[N:20]=[C:21]3[N:25]([CH:26]=2)[N:24]=[C:23]([O:27][CH3:28])[S:22]3)=[C:6]1[CH2:29][OH:30]. Given the reactants [Cl:1][C:2]1[CH:36]=[CH:35][CH:34]=[CH:33][C:3]=1[CH2:4][N:5]1[C:13]2[C:8](=[CH:9][C:10]([O:14][C:15]([F:18])([F:17])[F:16])=[CH:11][CH:12]=2)[C:7]([C:19]2[N:20]=[C:21]3[N:25]([CH:26]=2)[N:24]=[C:23]([O:27][CH3:28])[S:22]3)=[C:6]1[C:29](OC)=[O:30].COC1SC2=NC(C3C4C(=CC=C(OC(F)(F)F)C=4)NC=3C(OC)=O)=CN2N=1.C(=O)([O-])[O-].[K+].[K+].ClC1C=CC=CC=1CBr, predict the reaction product. (4) Given the reactants [C:1]([O:5][C@H:6]1[CH2:10][N:9](C(=O)CC(C2C=CC=CC=2)(C2C=CC=CC=2)C2C=CC=CC=2)[C@H:8]([C:33]([N:35]2[CH2:39][CH2:38][CH2:37][C@@H:36]2C(NC[C@H]2CCCNC2)=O)=[O:34])[CH2:7]1)([CH3:4])([CH3:3])[CH3:2].[C:50]([O:54][C:55]([N:57]1[CH2:62][CH2:61][CH2:60][C@H:59]([CH2:63]N2CCCC2C(N)=O)[CH2:58]1)=[O:56])([CH3:53])([CH3:52])[CH3:51].C([O:79][C:80]([N:82]1C[C@H](O)C[C@H]1C(OC(C)(C)C)=O)=O)C1C=CC=CC=1, predict the reaction product. The product is: [C:50]([O:54][C:55]([N:57]1[CH2:62][CH2:61][CH2:60][C@H:59]([CH2:63][C:36]2([C:80]([NH2:82])=[O:79])[CH2:37][CH2:38][CH2:39][N:35]2[C:33]([C@@H:8]2[CH2:7][C@@H:6]([O:5][C:1]([CH3:2])([CH3:3])[CH3:4])[CH2:10][NH:9]2)=[O:34])[CH2:58]1)=[O:56])([CH3:51])([CH3:52])[CH3:53]. (5) Given the reactants [CH3:1][N:2]([CH3:4])[NH2:3].C(N(CC)CC)C.C1(N2[C:21](=[O:22])[C:20]3[CH:23]=[C:24]4[O:30][CH:29]5[CH2:31][CH2:32][CH2:33][N:28]5[C:27](=[O:34])[C:25]4=[CH:26][C:19]=3[N:18]=[N:17]2)CCC1.S(=O)(=O)(O)O, predict the reaction product. The product is: [CH3:1][N:2]([CH3:4])[N:3]1[C:21](=[O:22])[C:20]2[CH:23]=[C:24]3[O:30][CH:29]4[CH2:31][CH2:32][CH2:33][N:28]4[C:27](=[O:34])[C:25]3=[CH:26][C:19]=2[N:18]=[N:17]1. (6) Given the reactants C(Cl)(=O)C(Cl)=O.[Br:7][C:8]1[CH:13]=[CH:12][C:11]([CH2:14][CH2:15][C:16]([OH:18])=O)=[CH:10][CH:9]=1.[CH3:19][N:20](C=O)C.CN, predict the reaction product. The product is: [Br:7][C:8]1[CH:13]=[CH:12][C:11]([CH2:14][CH2:15][C:16]([NH:20][CH3:19])=[O:18])=[CH:10][CH:9]=1.